This data is from Full USPTO retrosynthesis dataset with 1.9M reactions from patents (1976-2016). The task is: Predict the reactants needed to synthesize the given product. (1) Given the product [CH3:1][C:2]1[CH:7]=[C:6]([CH3:8])[N:5]=[C:4]([N:9]2[C@@H:16]3[C@@H:11]([CH2:12][CH2:13][N:14]([C:17]([C:19]4[CH:24]=[C:23]([F:25])[CH:22]=[CH:21][C:20]=4[C:26]4[CH:27]=[CH:28][N:29]([CH3:33])[N:30]=4)=[O:18])[CH2:15]3)[CH2:10]2)[N:3]=1, predict the reactants needed to synthesize it. The reactants are: [CH3:1][C:2]1[CH:7]=[C:6]([CH3:8])[N:5]=[C:4]([N:9]2[C@@H:16]3[C@@H:11]([CH2:12][CH2:13][N:14]([C:17]([C:19]4[CH:24]=[C:23]([F:25])[CH:22]=[CH:21][C:20]=4[C:26]4[NH:30][N:29]=[CH:28][CH:27]=4)=[O:18])[CH2:15]3)[CH2:10]2)[N:3]=1.[H-].[Na+].[CH3:33]I.O. (2) The reactants are: [S-:1][C:2]#[N:3].[K+].[CH2:11]1[O:12][C:9](O)([CH2:11][OH:12])[CH2:8]O[C:9]1(O)[CH2:8]O.Cl.[CH2:18]([NH2:22])[CH:19]([CH3:21])[CH3:20].C(O)(=O)C. Given the product [OH:12][CH2:11][C:9]1[N:22]([CH2:18][CH:19]([CH3:21])[CH3:20])[C:2]([SH:1])=[N:3][CH:8]=1, predict the reactants needed to synthesize it. (3) Given the product [Br:19][CH2:1][C:2]1[CH:7]=[CH:6][C:5]([NH:8][C:9](=[O:14])[C:10]([F:13])([F:12])[F:11])=[CH:4][C:3]=1[C:15]([F:16])([F:17])[F:18], predict the reactants needed to synthesize it. The reactants are: [CH3:1][C:2]1[CH:7]=[CH:6][C:5]([NH:8][C:9](=[O:14])[C:10]([F:13])([F:12])[F:11])=[CH:4][C:3]=1[C:15]([F:18])([F:17])[F:16].[Br:19]N1C(=O)CCC1=O.O. (4) The reactants are: [CH2:1]([O:3][C:4]([C:6]1[CH:7]=[C:8]2[C:13](=[CH:14][CH:15]=1)[NH:12][CH:11]([C:16]1[CH:21]=[CH:20][CH:19]=[C:18]([NH:22][CH:23]([CH3:25])[CH3:24])[CH:17]=1)[C:10]([CH3:27])([CH3:26])[CH2:9]2)=[O:5])[CH3:2].[O-:28][C:29]#[N:30].[Na+]. Given the product [CH2:1]([O:3][C:4]([C:6]1[CH:7]=[C:8]2[C:13](=[CH:14][CH:15]=1)[NH:12][CH:11]([C:16]1[CH:21]=[CH:20][CH:19]=[C:18]([N:22]([CH:23]([CH3:24])[CH3:25])[C:29]([NH2:30])=[O:28])[CH:17]=1)[C:10]([CH3:26])([CH3:27])[CH2:9]2)=[O:5])[CH3:2], predict the reactants needed to synthesize it. (5) Given the product [OH:21][CH:2]1[CH2:3][CH:4]2[N:7]([C:8]([O:10][CH2:11][C:12]3[CH:13]=[CH:14][CH:15]=[CH:16][CH:17]=3)=[O:9])[CH:1]1[CH2:6][CH2:5]2, predict the reactants needed to synthesize it. The reactants are: [CH:1]12[N:7]([C:8]([O:10][CH2:11][C:12]3[CH:17]=[CH:16][CH:15]=[CH:14][CH:13]=3)=[O:9])[CH:4]([CH:5]=[CH:6]1)[CH2:3][CH2:2]2.C1C[O:21]CC1. (6) Given the product [C:1]([O:5][C:6](=[O:7])[N:8]([CH2:10][C:11]1[CH:19]=[CH:18][CH:17]=[C:13]2[C:12]=1[C:20](=[O:22])[N:24]([CH:25]1[CH2:31][CH2:30][C:29](=[O:32])[NH:28][C:26]1=[O:27])[C:14]2=[O:16])[CH3:9])([CH3:2])([CH3:3])[CH3:4], predict the reactants needed to synthesize it. The reactants are: [C:1]([O:5][C:6]([N:8]([CH2:10][C:11]1[CH:19]=[CH:18][CH:17]=[C:13]([C:14]([OH:16])=O)[C:12]=1[C:20]([OH:22])=O)[CH3:9])=[O:7])([CH3:4])([CH3:3])[CH3:2].Cl.[NH2:24][CH:25]1[CH2:31][CH2:30][C:29](=[O:32])[NH:28][C:26]1=[O:27]. (7) Given the product [CH3:1][C:2]1[C:10]2[C:9]([CH2:11][N:12]3[C:16]4[CH:17]=[CH:18][CH:19]=[CH:20][C:15]=4[N:14]([CH2:21][CH2:22][C:23]([NH:48][S:45]([C:39]4[CH:44]=[CH:43][CH:42]=[CH:41][CH:40]=4)(=[O:47])=[O:46])=[O:24])[C:13]3=[O:26])=[CH:8][S:7][C:6]=2[CH:5]=[CH:4][CH:3]=1, predict the reactants needed to synthesize it. The reactants are: [CH3:1][C:2]1[C:10]2[C:9]([CH2:11][N:12]3[C:16]4[CH:17]=[CH:18][CH:19]=[CH:20][C:15]=4[N:14]([CH2:21][CH2:22][C:23](O)=[O:24])[C:13]3=[O:26])=[CH:8][S:7][C:6]=2[CH:5]=[CH:4][CH:3]=1.C(N1C=CN=C1)(N1C=CN=C1)=O.[C:39]1([S:45]([NH2:48])(=[O:47])=[O:46])[CH:44]=[CH:43][CH:42]=[CH:41][CH:40]=1.N12CCCN=C1CCCCC2.Cl. (8) Given the product [O:10]=[C:19]([C:24]1[CH:29]=[CH:28][CH:27]=[CH:26][CH:25]=1)[C:18]([O:21][CH2:22][CH2:23]/[CH:11]=[CH:12]\[CH2:13][CH2:14][CH2:15][CH2:16][CH3:17])=[O:20], predict the reactants needed to synthesize it. The reactants are: C([OH:10])C/C=C\CCCCC.[CH3:11][CH2:12][CH2:13][CH2:14][CH2:15][CH2:16][CH3:17].[C:18]([O:21][CH2:22][CH3:23])(=[O:20])[CH3:19].[CH2:24]1[CH2:29][CH2:28][CH:27](N=C=N[CH:24]2[CH2:29][CH2:28][CH2:27][CH2:26][CH2:25]2)[CH2:26][CH2:25]1.